Dataset: Reaction yield outcomes from USPTO patents with 853,638 reactions. Task: Predict the reaction yield, written as a fraction of the theoretical maximum amount of product (1.0 means a 100% yield; for example, 0.34 means a 34% yield). (1) The reactants are Br[CH2:2][C:3]1[CH:27]=[CH:26][C:6]([CH2:7][N:8]2[C:12]3[CH:13]=[CH:14][CH:15]=[CH:16][C:11]=3[N:10]([C:17]3[CH:22]=[CH:21][CH:20]=[CH:19][C:18]=3[F:23])[S:9]2(=[O:25])=[O:24])=[CH:5][CH:4]=1.[CH3:28][NH2:29]. No catalyst specified. The product is [F:23][C:18]1[CH:19]=[CH:20][CH:21]=[CH:22][C:17]=1[N:10]1[C:11]2[CH:16]=[CH:15][CH:14]=[CH:13][C:12]=2[N:8]([CH2:7][C:6]2[CH:26]=[CH:27][C:3]([CH2:2][NH:29][CH3:28])=[CH:4][CH:5]=2)[S:9]1(=[O:24])=[O:25]. The yield is 1.00. (2) The reactants are [CH:1]([C:3]1[CH:4]=[C:5](B(O)O)[O:6][CH:7]=1)=[O:2].I[C:12]1[C:20]2[C:15](=[N:16][CH:17]=[N:18][C:19]=2[NH2:21])[N:14]([CH:22]([CH3:24])[CH3:23])[N:13]=1.C([O-])([O-])=O.[Na+].[Na+]. The catalyst is CCO.COCCOC.C1C=CC([P]([Pd]([P](C2C=CC=CC=2)(C2C=CC=CC=2)C2C=CC=CC=2)([P](C2C=CC=CC=2)(C2C=CC=CC=2)C2C=CC=CC=2)[P](C2C=CC=CC=2)(C2C=CC=CC=2)C2C=CC=CC=2)(C2C=CC=CC=2)C2C=CC=CC=2)=CC=1. The product is [NH2:21][C:19]1[N:18]=[CH:17][N:16]=[C:15]2[N:14]([CH:22]([CH3:24])[CH3:23])[N:13]=[C:12]([C:5]3[O:6][CH:7]=[C:3]([CH:1]=[O:2])[CH:4]=3)[C:20]=12. The yield is 0.390. (3) The reactants are [Cl:1][C:2]1[CH:3]=[CH:4][C:5]([O:8][CH:9]2[CH2:14][CH2:13][NH:12][CH2:11][CH2:10]2)=[N:6][CH:7]=1.CCN(C(C)C)C(C)C.[O:24]=[C:25]1[NH:29][N:28]=[C:27]([CH2:30][CH2:31][CH2:32][S:33](Cl)(=[O:35])=[O:34])[NH:26]1. The catalyst is C1COCC1. The product is [Cl:1][C:2]1[CH:3]=[CH:4][C:5]([O:8][CH:9]2[CH2:14][CH2:13][N:12]([S:33]([CH2:32][CH2:31][CH2:30][C:27]3[NH:26][C:25](=[O:24])[NH:29][N:28]=3)(=[O:34])=[O:35])[CH2:11][CH2:10]2)=[N:6][CH:7]=1. The yield is 0.680. (4) The reactants are [CH3:1][S:2][CH:3]([C:5]1[CH:6]=[CH:7][C:8]([C:11]([F:17])([F:16])[C:12]([F:15])([F:14])[F:13])=[N:9][CH:10]=1)[CH3:4].[N:18]#[C:19][NH2:20].C(O)(=O)C.C(O)(=O)C.IC1C=CC=CC=1. The catalyst is C1COCC1. The product is [F:16][C:11]([F:17])([C:8]1[N:9]=[CH:10][C:5]([CH:3]([S:2]([CH3:1])=[N:20][C:19]#[N:18])[CH3:4])=[CH:6][CH:7]=1)[C:12]([F:13])([F:14])[F:15]. The yield is 0.850. (5) The product is [NH2:1][C:2]1[CH:7]=[CH:6][C:5]([NH2:8])=[CH:4][C:3]=1[S:11]([NH2:14])(=[O:12])=[O:13]. The yield is 0.980. The reactants are [NH2:1][C:2]1[CH:7]=[CH:6][C:5]([N+:8]([O-])=O)=[CH:4][C:3]=1[S:11]([NH2:14])(=[O:13])=[O:12].CO.[H][H]. The catalyst is [Pd].O1CCCC1. (6) The reactants are Br[C:2]1[N:3]([CH:15]([C:17]2[CH:22]=[CH:21][CH:20]=[CH:19][CH:18]=2)[CH3:16])[C:4]2[C:9]([C:10]=1[C:11]([O:13][CH3:14])=[O:12])=[CH:8][CH:7]=[CH:6][CH:5]=2.[Br-].[CH:24]1([Zn+])[CH2:26][CH2:25]1. The catalyst is O1CCCC1.O.[Pd].C1(P(C2C=CC=CC=2)C2C=CC=CC=2)C=CC=CC=1.C1(P(C2C=CC=CC=2)C2C=CC=CC=2)C=CC=CC=1.C1(P(C2C=CC=CC=2)C2C=CC=CC=2)C=CC=CC=1.C1(P(C2C=CC=CC=2)C2C=CC=CC=2)C=CC=CC=1. The product is [CH:24]1([C:2]2[N:3]([CH:15]([C:17]3[CH:22]=[CH:21][CH:20]=[CH:19][CH:18]=3)[CH3:16])[C:4]3[C:9]([C:10]=2[C:11]([O:13][CH3:14])=[O:12])=[CH:8][CH:7]=[CH:6][CH:5]=3)[CH2:26][CH2:25]1. The yield is 0.820. (7) The reactants are [CH:1]1([CH2:4][C:5](Cl)=[O:6])[CH2:3][CH2:2]1.[CH2:8]([NH:15][C:16]([C:18]1[S:22][C:21]([NH2:23])=[N:20][C:19]=1[CH3:24])=[O:17])[C:9]1[CH:14]=[CH:13][CH:12]=[CH:11][CH:10]=1. No catalyst specified. The product is [CH2:8]([NH:15][C:16]([C:18]1[S:22][C:21]([NH:23][C:5](=[O:6])[CH2:4][CH:1]2[CH2:3][CH2:2]2)=[N:20][C:19]=1[CH3:24])=[O:17])[C:9]1[CH:14]=[CH:13][CH:12]=[CH:11][CH:10]=1. The yield is 0.270. (8) The reactants are [C:1]1([S:7]([N:10]2[C:14]3=[N:15][CH:16]=[CH:17][CH:18]=[C:13]3[CH:12]=[C:11]2[C:19](OS(C2C=CC(C)=CC=2)(=O)=O)=[CH:20][CH:21]2[CH2:25][CH2:24][CH2:23][CH2:22]2)(=[O:9])=[O:8])[CH:6]=[CH:5][CH:4]=[CH:3][CH:2]=1.[CH3:37][O:38][C:39](=[O:56])[C:40]1[CH:45]=[CH:44][C:43](B2OC(C)(C)C(C)(C)O2)=[CH:42][C:41]=1[F:55].C(=O)([O-])[O-].[Na+].[Na+]. The catalyst is O1CCOCC1.C(OCC)(=O)C.Cl[Pd](Cl)([P](C1C=CC=CC=1)(C1C=CC=CC=1)C1C=CC=CC=1)[P](C1C=CC=CC=1)(C1C=CC=CC=1)C1C=CC=CC=1. The product is [CH3:37][O:38][C:39](=[O:56])[C:40]1[CH:45]=[CH:44][C:43]([C:19]([C:11]2[N:10]([S:7]([C:1]3[CH:6]=[CH:5][CH:4]=[CH:3][CH:2]=3)(=[O:9])=[O:8])[C:14]3=[N:15][CH:16]=[CH:17][CH:18]=[C:13]3[CH:12]=2)=[CH:20][CH:21]2[CH2:25][CH2:24][CH2:23][CH2:22]2)=[CH:42][C:41]=1[F:55]. The yield is 0.680. (9) The reactants are C[O:2][C:3]1[CH:8]=[C:7]([N+:9]([O-:11])=[O:10])[CH:6]=[CH:5][C:4]=1[C:12]1[S:13][C:14]2[CH:20]=[CH:19][CH:18]=[CH:17][C:15]=2[N:16]=1.B(Br)(Br)Br. The catalyst is C(Cl)Cl. The product is [OH:2][C:3]1[CH:8]=[C:7]([N+:9]([O-:11])=[O:10])[CH:6]=[CH:5][C:4]=1[C:12]1[S:13][C:14]2[CH:20]=[CH:19][CH:18]=[CH:17][C:15]=2[N:16]=1. The yield is 0.990.